Dataset: Reaction yield outcomes from USPTO patents with 853,638 reactions. Task: Predict the reaction yield, written as a fraction of the theoretical maximum amount of product (1.0 means a 100% yield; for example, 0.34 means a 34% yield). (1) The reactants are [CH3:1][C:2]1[N:3]([CH2:30][C:31]([O:33]CC)=[O:32])[C:4]2[CH2:5][C:6]([CH3:29])([CH3:28])[CH2:7][C:8](=[O:27])[C:9]=2[C:10]=1[CH2:11][C:12]1[CH:17]=[CH:16][CH:15]=[CH:14][C:13]=1[S:18]([N:21]1[CH2:26][CH2:25][O:24][CH2:23][CH2:22]1)(=[O:20])=[O:19].[OH-].[Na+]. The catalyst is C1COCC1.O. The product is [CH3:1][C:2]1[N:3]([CH2:30][C:31]([OH:33])=[O:32])[C:4]2[CH2:5][C:6]([CH3:29])([CH3:28])[CH2:7][C:8](=[O:27])[C:9]=2[C:10]=1[CH2:11][C:12]1[CH:17]=[CH:16][CH:15]=[CH:14][C:13]=1[S:18]([N:21]1[CH2:26][CH2:25][O:24][CH2:23][CH2:22]1)(=[O:20])=[O:19]. The yield is 0.930. (2) The reactants are [OH:1][C:2]1[CH:3]=[C:4]([CH:8]=[CH:9][C:10]=1[OH:11])[C:5]([OH:7])=O.[CH3:12][CH2:13][CH2:14][CH:15]([NH2:19])[CH2:16][CH2:17][CH3:18]. No catalyst specified. The product is [CH3:12][CH2:13][CH2:14][CH:15]([NH:19][C:5](=[O:7])[C:4]1[CH:8]=[CH:9][C:10]([OH:11])=[C:2]([OH:1])[CH:3]=1)[CH2:16][CH2:17][CH3:18]. The yield is 0.250. (3) The reactants are [Br:1][C:2]1[C:3]([F:12])=[C:4]2[C:10]([NH2:11])=[CH:9][NH:8][C:5]2=[N:6][CH:7]=1.[C:18]([O:16][CH2:17][C:18]([OH:16])=[O:19])(=[O:19])[CH3:17].C1N(P(Cl)(N2C(=O)OCC2)=O)C(=O)OC1.C(N(CC)CC)C.[Li+].[OH-]. The catalyst is C(Cl)Cl.CC#N.O.O. The product is [Br:1][C:2]1[C:3]([F:12])=[C:4]2[C:10]([NH:11][C:17](=[O:16])[CH2:18][OH:19])=[CH:9][NH:8][C:5]2=[N:6][CH:7]=1. The yield is 0.530.